From a dataset of Reaction yield outcomes from USPTO patents with 853,638 reactions. Predict the reaction yield, written as a fraction of the theoretical maximum amount of product (1.0 means a 100% yield; for example, 0.34 means a 34% yield). (1) The reactants are [Cl:1][C:2]1[C:7]([O:8][C:9]2[CH:10]=[CH:11][C:12]([C:15]([NH2:17])=[O:16])=[N:13][CH:14]=2)=[C:6]([F:18])[C:5]([C@@H:19]([CH:27]2[CH2:29][CH2:28]2)[NH:20][S@@](C(C)(C)C)=O)=[CH:4][CH:3]=1.Cl. The catalyst is CCOC(C)=O. The product is [ClH:1].[NH2:20][C@H:19]([CH:27]1[CH2:29][CH2:28]1)[C:5]1[C:6]([F:18])=[C:7]([C:2]([Cl:1])=[CH:3][CH:4]=1)[O:8][C:9]1[CH:10]=[CH:11][C:12]([C:15]([NH2:17])=[O:16])=[N:13][CH:14]=1. The yield is 0.890. (2) The reactants are [Cl-].O[NH3+:3].[C:4](=[O:7])([O-])[OH:5].[Na+].CS(C)=O.[CH2:13]([C:17]1[N:18]=[C:19]([CH3:46])[N:20]([C:39]2[CH:44]=[CH:43][C:42]([Cl:45])=[CH:41][CH:40]=2)[C:21](=[O:38])[C:22]=1[CH2:23][C:24]1[CH:29]=[CH:28][C:27]([C:30]2[C:31]([C:36]#[N:37])=[CH:32][CH:33]=[CH:34][CH:35]=2)=[CH:26][CH:25]=1)[CH2:14][CH2:15][CH3:16]. The catalyst is O.C(OCC)(=O)C. The product is [CH2:13]([C:17]1[N:18]=[C:19]([CH3:46])[N:20]([C:39]2[CH:44]=[CH:43][C:42]([Cl:45])=[CH:41][CH:40]=2)[C:21](=[O:38])[C:22]=1[CH2:23][C:24]1[CH:25]=[CH:26][C:27]([C:30]2[CH:35]=[CH:34][CH:33]=[CH:32][C:31]=2[C:36]2[NH:3][C:4](=[O:7])[O:5][N:37]=2)=[CH:28][CH:29]=1)[CH2:14][CH2:15][CH3:16]. The yield is 0.550. (3) The reactants are C1(P(C2C=CC=CC=2)C2C=CC=CC=2)C=CC=CC=1.P(O[CH2:29][C:30]1[CH:35]=[CH:34][C:33]([Cl:36])=[CH:32][CH:31]=1)(OCC)(OCC)=O.[CH:37]([C:39]1[S:43][CH:42]=[C:41](B(O)O)[CH:40]=1)=[O:38].[O-]P([O-])([O-])=O.[K+].[K+].[K+]. The catalyst is C(#N)C.CC([O-])=O.CC([O-])=O.[Pd+2]. The product is [Cl:36][C:33]1[CH:32]=[CH:31][C:30]([CH2:29][C:41]2[CH:40]=[C:39]([CH:37]=[O:38])[S:43][CH:42]=2)=[CH:35][CH:34]=1. The yield is 0.280. (4) The reactants are [NH2:1][C:2]1[C:7]([O:8][C:9]2[C:10]([CH:19]([CH3:21])[CH3:20])=[CH:11][C:12]([O:17][CH3:18])=[C:13]([CH:16]=2)[C:14]#[N:15])=[CH:6][N:5]=[C:4]([NH:22][CH2:23][CH3:24])[N:3]=1.[OH-:25].[Na+].Cl. The catalyst is CCO.O.O. The product is [NH2:1][C:2]1[C:7]([O:8][C:9]2[C:10]([CH:19]([CH3:20])[CH3:21])=[CH:11][C:12]([O:17][CH3:18])=[C:13]([CH:16]=2)[C:14]([NH2:15])=[O:25])=[CH:6][N:5]=[C:4]([NH:22][CH2:23][CH3:24])[N:3]=1. The yield is 0.270. (5) The reactants are [N:1]12[CH2:9][CH2:8][CH:5]([CH2:6][CH2:7]1)[NH:4][C:3](=O)[CH2:2]2.O1CCOCC1. The catalyst is O. The product is [N:1]12[CH2:9][CH2:8][CH:5]([CH2:6][CH2:7]1)[NH:4][CH2:3][CH2:2]2. The yield is 0.780. (6) The reactants are [CH:1]1([NH:6][C:7]2[N:12]=[C:11]([C:13]3[N:17]4[CH:18]=[C:19](Br)[CH:20]=[C:21](Br)[C:16]4=[N:15][C:14]=3[C:24]3[CH:29]=[CH:28][C:27]([F:30])=[CH:26][CH:25]=3)[CH:10]=[CH:9][N:8]=2)[CH2:5][CH2:4][CH2:3][CH2:2]1.[NH:31]1[CH2:36][CH2:35][O:34][CH2:33][CH2:32]1. No catalyst specified. The product is [CH:1]1([NH:6][C:7]2[N:12]=[C:11]([C:13]3[N:17]4[CH:18]=[C:19]([N:31]5[CH2:36][CH2:35][O:34][CH2:33][CH2:32]5)[CH:20]=[C:21]([N:31]5[CH2:36][CH2:35][O:34][CH2:33][CH2:32]5)[C:16]4=[N:15][C:14]=3[C:24]3[CH:29]=[CH:28][C:27]([F:30])=[CH:26][CH:25]=3)[CH:10]=[CH:9][N:8]=2)[CH2:5][CH2:4][CH2:3][CH2:2]1. The yield is 0.240.